Dataset: Catalyst prediction with 721,799 reactions and 888 catalyst types from USPTO. Task: Predict which catalyst facilitates the given reaction. (1) Reactant: [OH:1][C:2]1[C:11]([CH3:12])=[C:10]2[C:5]([C:6]([CH3:26])=[C:7]([CH2:14][N:15]3[C:19](=[O:20])[C:18]4=[CH:21][CH:22]=[CH:23][CH:24]=[C:17]4[C:16]3=[O:25])[C:8](=[O:13])[O:9]2)=[CH:4][CH:3]=1.C(=O)([O-])[O-].[K+].[K+].[I-].[K+].[Cl:35][C:36]([CH2:38]Cl)=[CH2:37]. Product: [Cl:35][C:36](=[CH2:37])[CH2:38][O:1][C:2]1[C:11]([CH3:12])=[C:10]2[C:5]([C:6]([CH3:26])=[C:7]([CH2:14][N:15]3[C:16](=[O:25])[C:17]4=[CH:24][CH:23]=[CH:22][CH:21]=[C:18]4[C:19]3=[O:20])[C:8](=[O:13])[O:9]2)=[CH:4][CH:3]=1. The catalyst class is: 85. (2) Reactant: [NH2:1][C:2]1[N:7]=[C:6]([C:8]2[N:12]([CH3:13])[C:11]([CH3:14])=[N:10][CH:9]=2)[CH:5]=[CH:4][N:3]=1.[Cl:15]N1C(=O)CCC1=O. Product: [NH2:1][C:2]1[N:7]=[C:6]([C:8]2[N:12]([CH3:13])[C:11]([CH3:14])=[N:10][CH:9]=2)[C:5]([Cl:15])=[CH:4][N:3]=1. The catalyst class is: 15. (3) Reactant: [NH4+].[Cl-].[CH3:3][N:4]1[CH2:12][C:11]2[C:6](=[CH:7][CH:8]=[C:9]([N+:13]([O-])=O)[CH:10]=2)[C:5]1=[O:16]. Product: [NH2:13][C:9]1[CH:10]=[C:11]2[C:6](=[CH:7][CH:8]=1)[C:5](=[O:16])[N:4]([CH3:3])[CH2:12]2. The catalyst class is: 314. (4) The catalyst class is: 537. Reactant: [Br:1][C:2]1[CH:3]=[C:4]([NH2:9])[C:5]([CH3:8])=[N:6][CH:7]=1.[CH3:10][S:11](Cl)(=[O:13])=[O:12].CCOC(C)=O. Product: [Br:1][C:2]1[CH:3]=[C:4]([N:9]([S:11]([CH3:10])(=[O:13])=[O:12])[S:11]([CH3:10])(=[O:13])=[O:12])[C:5]([CH3:8])=[N:6][CH:7]=1. (5) Reactant: C[O:2][CH:3]=[C:4]([C:7]1[CH:12]=[CH:11][C:10]([C:13]2[CH:18]=[CH:17][C:16]([C:19]([F:22])([F:21])[F:20])=[CH:15][CH:14]=2)=[CH:9][CH:8]=1)[CH2:5][CH3:6].Cl. Product: [F:20][C:19]([F:21])([F:22])[C:16]1[CH:15]=[CH:14][C:13]([C:10]2[CH:11]=[CH:12][C:7]([CH:4]([CH2:5][CH3:6])[CH:3]=[O:2])=[CH:8][CH:9]=2)=[CH:18][CH:17]=1. The catalyst class is: 1. (6) Reactant: [CH2:1]([N:5]([CH2:20][CH:21]([CH3:23])[CH3:22])[C:6]1[CH:11]=[CH:10][C:9]([C:12]2([C:15]#N)[CH2:14][CH2:13]2)=[CH:8][C:7]=1[N+:17]([O-:19])=[O:18])[CH:2]([CH3:4])[CH3:3].[OH-:24].[Na+].CC[OH:28]. Product: [CH2:1]([N:5]([CH2:20][CH:21]([CH3:23])[CH3:22])[C:6]1[CH:11]=[CH:10][C:9]([C:12]2([C:15]([OH:28])=[O:24])[CH2:14][CH2:13]2)=[CH:8][C:7]=1[N+:17]([O-:19])=[O:18])[CH:2]([CH3:4])[CH3:3]. The catalyst class is: 6. (7) Reactant: Cl[C:2]1[CH:52]=[CH:51][C:5]([C:6]([NH:8]C2N(CC3CCCN3C(=O)C(C#N)=CC(OCC)(C)C)C3C=CC(CN([C@H](C(C)(C)C)C)C(=O)OC(C)(C)C)=CC=3N=2)=[O:7])=[CH:4][CH:3]=1.C(O)(C(F)(F)F)=O. Product: [C:6]([NH2:8])(=[O:7])[C:5]1[CH:51]=[CH:52][CH:2]=[CH:3][CH:4]=1. The catalyst class is: 326. (8) Reactant: S(Cl)(Cl)=O.[Cl:5][C:6]1[CH:11]=[CH:10][C:9]([C:12]2[CH:13]=[CH:14][C:15]([C:18]#[C:19][C:20]3[CH:21]=[C:22]4[C:27](=[CH:28][CH:29]=3)[CH:26]=[C:25]([CH2:30]O)[CH:24]=[CH:23]4)=[N:16][CH:17]=2)=[CH:8][CH:7]=1.C([O-])(O)=O.[Na+].[NH:37]1[CH2:41][CH2:40][CH2:39][CH2:38]1. Product: [Cl:5][C:6]1[CH:11]=[CH:10][C:9]([C:12]2[CH:13]=[CH:14][C:15]([C:18]#[C:19][C:20]3[CH:29]=[CH:28][C:27]4[C:22](=[CH:23][CH:24]=[C:25]([CH2:30][N:37]5[CH2:41][CH2:40][CH2:39][CH2:38]5)[CH:26]=4)[CH:21]=3)=[N:16][CH:17]=2)=[CH:8][CH:7]=1. The catalyst class is: 2. (9) Reactant: C([O:3][C:4](=[O:46])[CH2:5][CH2:6][CH2:7][N:8]([C:38]1[CH:43]=[C:42]([CH3:44])[CH:41]=[C:40]([CH3:45])[CH:39]=1)[CH2:9][C:10]1[CH:37]=[CH:36][C:13]2[N:14]=[C:15]([NH:26][CH2:27][CH2:28][CH2:29][N:30]3[CH2:35][CH2:34][O:33][CH2:32][CH2:31]3)[N:16]([CH2:17][C:18]3[C:23]([OH:24])=[CH:22][CH:21]=[C:20]([CH3:25])[N:19]=3)[C:12]=2[CH:11]=1)C.[Li+].[OH-].O. Product: [CH3:44][C:42]1[CH:43]=[C:38]([N:8]([CH2:9][C:10]2[CH:37]=[CH:36][C:13]3[N:14]=[C:15]([NH:26][CH2:27][CH2:28][CH2:29][N:30]4[CH2:35][CH2:34][O:33][CH2:32][CH2:31]4)[N:16]([CH2:17][C:18]4[C:23]([OH:24])=[CH:22][CH:21]=[C:20]([CH3:25])[N:19]=4)[C:12]=3[CH:11]=2)[CH2:7][CH2:6][CH2:5][C:4]([OH:46])=[O:3])[CH:39]=[C:40]([CH3:45])[CH:41]=1. The catalyst class is: 30.